Binary Classification. Given a T-cell receptor sequence (or CDR3 region) and an epitope sequence, predict whether binding occurs between them. From a dataset of TCR-epitope binding with 47,182 pairs between 192 epitopes and 23,139 TCRs. (1) The epitope is NYSGVVTTVMF. The TCR CDR3 sequence is CASTLWGDNTDTQYF. Result: 0 (the TCR does not bind to the epitope). (2) The epitope is AVFDRKSDAK. The TCR CDR3 sequence is CASSQVLAGGPYEQYF. Result: 1 (the TCR binds to the epitope). (3) The epitope is GTITSGWTF. The TCR CDR3 sequence is CASALGLMSYEQYF. Result: 0 (the TCR does not bind to the epitope). (4) The epitope is RAKFKQLL. The TCR CDR3 sequence is CASSEQSGANVLTF. Result: 1 (the TCR binds to the epitope). (5) The epitope is SLVKPSFYV. The TCR CDR3 sequence is CASSDWQREGSGSDTQYF. Result: 1 (the TCR binds to the epitope). (6) The epitope is IVTDFSVIK. The TCR CDR3 sequence is CASSLAAGFSYEQYF. Result: 1 (the TCR binds to the epitope). (7) The epitope is HTTDPSFLGRY. The TCR CDR3 sequence is CASSLQGDLETQYF. Result: 1 (the TCR binds to the epitope). (8) The epitope is RLRAEAQVK. The TCR CDR3 sequence is CASGGKVFPPYEQYF. Result: 1 (the TCR binds to the epitope). (9) The epitope is QECVRGTTVL. The TCR CDR3 sequence is CATIAGGTTDTQYF. Result: 0 (the TCR does not bind to the epitope). (10) The epitope is LLQTGIHVRVSQPSL. The TCR CDR3 sequence is CASRRDNSYEQYF. Result: 1 (the TCR binds to the epitope).